This data is from Forward reaction prediction with 1.9M reactions from USPTO patents (1976-2016). The task is: Predict the product of the given reaction. (1) Given the reactants [CH2:1]([CH:3]([C:6]1[C:7]2[N:8]([C:13]([C:17]3[N:21]4[CH:22]=[CH:23][CH:24]=[C:25]([CH:26]=[O:27])[C:20]4=[N:19][C:18]=3[CH3:28])=[C:14]([CH3:16])[N:15]=2)[N:9]=[C:10]([CH3:12])[CH:11]=1)[CH2:4][CH3:5])[CH3:2].[CH3:29][Mg+].[Br-], predict the reaction product. The product is: [CH2:1]([CH:3]([C:6]1[C:7]2[N:8]([C:13]([C:17]3[N:21]4[CH:22]=[CH:23][CH:24]=[C:25]([CH:26]([OH:27])[CH3:29])[C:20]4=[N:19][C:18]=3[CH3:28])=[C:14]([CH3:16])[N:15]=2)[N:9]=[C:10]([CH3:12])[CH:11]=1)[CH2:4][CH3:5])[CH3:2]. (2) The product is: [OH:2][C@H:3]1[CH2:8][N:7]([C:13]([O:15][CH2:16][C:17]2[CH:22]=[CH:21][CH:20]=[CH:19][CH:18]=2)=[O:14])[CH2:6][C@@H:5]([C:9]([OH:11])=[O:10])[CH2:4]1. Given the reactants [Na+].[OH:2][C@H:3]1[CH2:8][NH:7][CH2:6][C@@H:5]([C:9]([O-:11])=[O:10])[CH2:4]1.Cl[C:13]([O:15][CH2:16][C:17]1[CH:22]=[CH:21][CH:20]=[CH:19][CH:18]=1)=[O:14], predict the reaction product. (3) The product is: [Cl:1][C:2]1[CH:7]=[CH:6][C:5]([NH:8][S:9]([C:12]2[CH:13]=[C:14]3[C:18](=[CH:19][CH:20]=2)[NH:17][C:16](=[O:21])[C:15]3=[CH:40][C:35]2[NH:36][C:37]3[C:33]([CH:34]=2)=[CH:32][C:31]([O:30][CH2:29][CH2:28][N:23]2[CH2:27][CH2:26][CH2:25][CH2:24]2)=[CH:39][CH:38]=3)(=[O:11])=[O:10])=[C:4]([F:22])[CH:3]=1. Given the reactants [Cl:1][C:2]1[CH:7]=[CH:6][C:5]([NH:8][S:9]([C:12]2[CH:13]=[C:14]3[C:18](=[CH:19][CH:20]=2)[NH:17][C:16](=[O:21])[CH2:15]3)(=[O:11])=[O:10])=[C:4]([F:22])[CH:3]=1.[N:23]1([CH2:28][CH2:29][O:30][C:31]2[CH:32]=[C:33]3[C:37](=[CH:38][CH:39]=2)[NH:36][C:35]([CH:40]=O)=[CH:34]3)[CH2:27][CH2:26][CH2:25][CH2:24]1, predict the reaction product. (4) Given the reactants [OH-:1].[Na+].[C:3]1([N:9]2[C:13]3([CH2:18][CH2:17][CH2:16][CH2:15][CH2:14]3)[CH2:12][NH:11][CH:10]2CC(OCC)=O)[CH:8]=[CH:7][CH:6]=[CH:5][CH:4]=1.O.Cl.[O:27]1[CH2:31][CH2:30]CC1, predict the reaction product. The product is: [C:3]1([N:9]2[C:13]3([CH2:14][CH2:15][CH2:16][CH2:17][CH2:18]3)[CH2:12][N:11]([CH2:30][C:31]([OH:27])=[O:1])[CH2:10]2)[CH:4]=[CH:5][CH:6]=[CH:7][CH:8]=1.